This data is from Reaction yield outcomes from USPTO patents with 853,638 reactions. The task is: Predict the reaction yield, written as a fraction of the theoretical maximum amount of product (1.0 means a 100% yield; for example, 0.34 means a 34% yield). The catalyst is ClCCCl. The product is [Cl:10][C:7]1[CH:6]=[C:5]2[C:4]([C:1]([OH:3])=[N:2][C:12]([C:13]([O:15][CH2:16][CH3:17])=[O:14])=[N:11]2)=[CH:9][CH:8]=1. The reactants are [C:1]([C:4]1[CH:9]=[CH:8][C:7]([Cl:10])=[CH:6][C:5]=1[NH:11][C:12](=O)[C:13]([O:15][CH2:16][CH3:17])=[O:14])(=[O:3])[NH2:2].C[Si](Cl)(C)C. The yield is 0.630.